Task: Binary Classification. Given a miRNA mature sequence and a target amino acid sequence, predict their likelihood of interaction.. Dataset: Experimentally validated miRNA-target interactions with 360,000+ pairs, plus equal number of negative samples (1) The miRNA is hsa-miR-193b-5p with sequence CGGGGUUUUGAGGGCGAGAUGA. The protein sequence of the target gene is MNSNLPAENLTIAVNMTKTLPTAVTHGFNSTNDPPSMSITRLFPALLECFGIVLCGYIAGRANVITSTQAKGLGNFVSRFALPALLFKNMVVLNFSNVDWSFLYSILIAKASVFFIVCVLTLLVASPDSRFSKAGLFPIFATQSNDFALGYPIVEALYQTTYPEYLQYIYLVAPISLMMLNPIGFIFCEIQKWKDTQNASQNKIKIVGLGLLRVLQNPIVFMVFIGIAFNFILDRKVPVYVENFLDGLGNSFSGSALFYLGLTMVGKIKRLKKSAFVVLILLITAKLLVLPLLCREMVEL.... Result: 1 (interaction). (2) The miRNA is hsa-miR-185-5p with sequence UGGAGAGAAAGGCAGUUCCUGA. Result: 0 (no interaction). The protein sequence of the target gene is MRLLAGWLCLSLASVWLARRMWTLRSPLTRSLYVNMTSGPGGPAAAAGGRKENHQWYVCNREKLCESLQAVFVQSYLDQGTQIFLNNSIEKSGWLFIQLYHSFVSSVFSLFMSRTSINGLLGRGSMFVFSPDQFQRLLKINPDWKTHRLLDLGAGDGEVTKIMSPHFEEIYATELSETMIWQLQKKKYRVLGINEWQNTGFQYDVISCLNLLDRCDQPLTLLKDIRSVLEPTRGRVILALVLPFHPYVENVGGKWEKPSEILEIKGQNWEEQVNSLPEVFRKAGFVIEAFTRLPYLCEGD.... (3) The miRNA is hsa-miR-7850-5p with sequence GUUUGGACAUAGUGUGGCUGG. The protein sequence of the target gene is MEGVAVVTAGSVGAAKTEGAAALPPPPPVSPPALTPAPAAGEEGPAPLSETGAPGCSGSRPPELEPERSLGRFRGRFEDEDEELEEEEELEEEEEEEEEDMSHFSLRLEGGRQDSEDEEERLINLSELTPYILCSICKGYLIDATTITECLHTFCKSCIVRHFYYSNRCPKCNIVVHQTQPLYNIRLDRQLQDIVYKLVINLEEREKKQMHDFYKERGLEVPKPAVPQPVPSSKGRSKKVLESVFRIPPELDMSLLLEFIGANEGTGHFKPLEKKFVRVSGEATIGHVEKFLRRKMGLDP.... Result: 0 (no interaction). (4) The miRNA is rno-miR-152-3p with sequence UCAGUGCAUGACAGAACUUGG. The protein sequence of the target gene is MHRKVRPASLMIRKMACSGVEPQILVQYLVLRKDLSQAPFSWPTGALVAQACHAATAALHLHRDHPHTAAYLRELGRMRKVVLEAADETTLKELAETLQQKNIDHTLWLEQPENIATCIALRPYPKEEVSQYLKKFRLFK. Result: 0 (no interaction). (5) The miRNA is mmu-miR-92a-2-5p with sequence AGGUGGGGAUUGGUGGCAUUAC. The protein sequence of the target gene is MGRKKIQITRIMDERNRQVTFTKRKFGLMKKAYELSVLCDCEIALIIFNSTNKLFQYASTDMDKVLLKYTEYNEPHESRTNSDIVETLRKKGLNGCDSPDPDADDSVGHSPESEDKYRKINEDIDLMISRQRLCAVPPPSFEMPVTIPVSSHNSLVYSNPVSTLGNPNLLPLAHPSLQRNSMSPGVTHRPPSAGNTGGLMGGDLTSGAGTSAGNGYGNPRNSPGLLVSPGNLNKNIQAKSPPPMNLGMNNRKPDLRVLIPPGSKNTMPSVSEDVDLLLNQRINNSQSAQSLATPVVSVAT.... Result: 0 (no interaction). (6) The miRNA is hsa-miR-21-5p with sequence UAGCUUAUCAGACUGAUGUUGA. The protein sequence of the target gene is MNPIVVVHGGGAGPISKDRKERVHQGMVRAATVGYGILREGGSAVDAVEGAVVALEDDPEFNAGCGSVLNTNGEVEMDASIMDGKDLSAGAVSAVQCIANPIKLARLVMEKTPHCFLTDQGAAQFAAAMGVPEIPGEKLVTERNKKRLEKEKHEKGAQKTDCQKNLGTVGAVALDCKGNVAYATSTGGIVNKMVGRVGDSPCLGAGGYADNDIGAVSTTGHGESILKVNLARLTLFHIEQGKTVEEAADLSLGYMKSRVKGLGGLIVVSKTGDWVAKWTSTSMPWAAAKDGKLHFGIDPD.... Result: 1 (interaction). (7) The miRNA is hsa-miR-4510 with sequence UGAGGGAGUAGGAUGUAUGGUU. The protein sequence of the target gene is MAALSKSIPHNCYEIGHTWHPSCRVSFLQITWGALEESLRIYAPLYLIAAVLRKRKLEYYLYKLLPEILQSASFLTANGALYITFFCILRKILGKFYSWTPGFGAALPASYVAILIERKSRRGLLTIYMANLATETLFRMGVARGTITTLRNGEVLLFCITAAMYMFFFRCKDGLKGFTFSALRFIVGKEEIPTHSYSPETAYAKVEQKREKHKGTPRAMSIIALVRTLVDSVCKHGPRHRCCKHYEDNCISYCIKGFIRMFSVGYLIQCCLRIPSAFRHLFTEPSRLLSLFYNKENFQL.... Result: 0 (no interaction).